Dataset: Forward reaction prediction with 1.9M reactions from USPTO patents (1976-2016). Task: Predict the product of the given reaction. (1) Given the reactants Cl[CH2:2][C@@H:3]([OH:32])[CH2:4][NH:5][C:6]([C:8]1[CH:9]=[N:10][N:11]2[CH:16]=[CH:15][C:14]([N:17]3[CH2:21][C:20]([F:23])([F:22])[CH2:19][CH:18]3[C:24]3[CH:29]=[C:28]([F:30])[CH:27]=[CH:26][C:25]=3[OH:31])=[N:13][C:12]=12)=[O:7].C([O-])([O-])=O.[Cs+].[Cs+], predict the reaction product. The product is: [F:22][C:20]1([F:23])[CH2:19][CH:18]2[N:17]([C:14]3[CH:15]=[CH:16][N:11]4[C:12]([N:13]=3)=[C:8]([C:6](=[O:7])[NH:5][CH2:4][C@H:3]([OH:32])[CH2:2][O:31][C:25]3[CH:26]=[CH:27][C:28]([F:30])=[CH:29][C:24]=32)[CH:9]=[N:10]4)[CH2:21]1. (2) Given the reactants [CH3:1][C:2]1[CH:3]=[C:4]([CH:6]=[C:7]([CH2:16][N:17]2[CH2:22][CH2:21][O:20][CH2:19][CH2:18]2)[C:8]=1[N:9]1[CH2:14][CH2:13][N:12]([CH3:15])[CH2:11][CH2:10]1)[NH2:5].Cl[C:24]1[C:33]2[C:28](=[CH:29][C:30]([Cl:34])=[CH:31][CH:32]=2)[N:27]=[CH:26][CH:25]=1.Cl, predict the reaction product. The product is: [Cl:34][C:30]1[CH:29]=[C:28]2[C:33]([C:24]([NH:5][C:4]3[CH:6]=[C:7]([CH2:16][N:17]4[CH2:22][CH2:21][O:20][CH2:19][CH2:18]4)[C:8]([N:9]4[CH2:14][CH2:13][N:12]([CH3:15])[CH2:11][CH2:10]4)=[C:2]([CH3:1])[CH:3]=3)=[CH:25][CH:26]=[N:27]2)=[CH:32][CH:31]=1.